This data is from Full USPTO retrosynthesis dataset with 1.9M reactions from patents (1976-2016). The task is: Predict the reactants needed to synthesize the given product. (1) Given the product [CH3:11][O:10][C:7]1[CH:8]=[CH:9][C:4]([C:3]([OH:33])=[O:2])=[C:5]([NH:12][C:13]2[C:22]([NH:23][S:24]([C:27]3[CH:28]=[N:29][CH:30]=[CH:31][CH:32]=3)(=[O:25])=[O:26])=[N:21][C:20]3[C:15](=[CH:16][CH:17]=[CH:18][CH:19]=3)[N:14]=2)[CH:6]=1, predict the reactants needed to synthesize it. The reactants are: C[O:2][C:3](=[O:33])[C:4]1[CH:9]=[CH:8][C:7]([O:10][CH3:11])=[CH:6][C:5]=1[NH:12][C:13]1[C:22]([NH:23][S:24]([C:27]2[CH:28]=[N:29][CH:30]=[CH:31][CH:32]=2)(=[O:26])=[O:25])=[N:21][C:20]2[C:15](=[CH:16][CH:17]=[CH:18][CH:19]=2)[N:14]=1.C([O-])([O-])=O.[K+].[K+].O. (2) Given the product [C:27]([O:26][C:24]([C@@H:7]1[C@@H:8]([C:11]([N:13]2[CH2:17][CH2:16][CH:15]([C:18]3[CH:19]=[CH:20][CH:21]=[CH:22][CH:23]=3)[CH2:14]2)=[O:12])[NH:9][CH2:10][CH:5]([CH2:4][C:3]([OH:31])=[O:2])[CH2:6]1)=[O:25])([CH3:30])([CH3:28])[CH3:29], predict the reactants needed to synthesize it. The reactants are: C[O:2][C:3](=[O:31])[CH2:4][CH:5]1[CH2:10][NH:9][C@H:8]([C:11]([N:13]2[CH2:17][CH2:16][CH:15]([C:18]3[CH:23]=[CH:22][CH:21]=[CH:20][CH:19]=3)[CH2:14]2)=[O:12])[C@@H:7]([C:24]([O:26][C:27]([CH3:30])([CH3:29])[CH3:28])=[O:25])[CH2:6]1.[OH-].[Li+]. (3) Given the product [CH3:20][O:19][C:15](=[O:18])/[C:16](/[I:21])=[CH:17]\[CH:1]1[CH2:6][CH2:5][CH2:4][CH2:3][CH2:2]1, predict the reactants needed to synthesize it. The reactants are: [CH:1]1(I)[CH2:6][CH2:5][CH2:4][CH2:3][CH2:2]1.[Cl-].[Li+].[Cu](C#N)C#N.[C:15]([O:19][CH3:20])(=[O:18])[C:16]#[CH:17].[I:21]I. (4) The reactants are: [CH2:1]([O:3][C:4](=[O:22])[CH2:5][C@@H:6]([NH2:21])[C:7]1[CH:12]=[CH:11][C:10]([O:13][Si:14]([C:17]([CH3:20])([CH3:19])[CH3:18])([CH3:16])[CH3:15])=[CH:9][CH:8]=1)[CH3:2].[Cl:23][C:24]1[N:29]=[C:28](Cl)[C:27]([Br:31])=[CH:26][N:25]=1.CCN(C(C)C)C(C)C. Given the product [CH2:1]([O:3][C:4](=[O:22])[CH2:5][C@@H:6]([NH:21][C:26]1[C:27]([Br:31])=[CH:28][N:29]=[C:24]([Cl:23])[N:25]=1)[C:7]1[CH:12]=[CH:11][C:10]([O:13][Si:14]([C:17]([CH3:18])([CH3:20])[CH3:19])([CH3:16])[CH3:15])=[CH:9][CH:8]=1)[CH3:2], predict the reactants needed to synthesize it. (5) Given the product [CH:33]1([C:28]2[CH:27]=[CH:26][N:25]3[C:21]([CH2:20][C:18]4[CH:17]=[CH:16][C:10]5/[C:11](=[C:12](/[CH3:15])\[C:13]#[N:14])/[C:5]6[CH:4]=[CH:3][C:2]([F:1])=[CH:32][C:6]=6[O:7][CH2:8][C:9]=5[CH:19]=4)=[C:22]([CH3:31])[N:23]=[C:24]3[CH:29]=2)[CH2:35][CH2:34]1, predict the reactants needed to synthesize it. The reactants are: [F:1][C:2]1[CH:3]=[CH:4][C:5]2=[C:6]([CH:32]=1)[O:7][CH2:8][C:9]1[CH:19]=[C:18]([CH2:20][C:21]3[N:25]4[CH:26]=[CH:27][C:28](Br)=[CH:29][C:24]4=[N:23][C:22]=3[CH3:31])[CH:17]=[CH:16][C:10]=1/[C:11]/2=[C:12](/[CH3:15])\[C:13]#[N:14].[CH:33]1(B(O)O)[CH2:35][CH2:34]1.C1(P(C2CCCCC2)C2CCCCC2)CCCCC1.P([O-])([O-])([O-])=O.[K+].[K+].[K+].O. (6) Given the product [CH3:4][C:2]([C:1]([O:51][CH:50]1[C@@:52]2([CH3:39])[C:20]([CH3:21])([CH3:19])[C@H:48]([CH2:29][CH2:30]2)[CH2:49]1)=[O:5])=[CH2:3], predict the reactants needed to synthesize it. The reactants are: [C:1](OCCCCCCCCCCCC)(=[O:5])[C:2]([CH3:4])=[CH2:3].[C:19](OCC(C)C)(=O)[C:20](C)=[CH2:21].[CH:29](C1CCCCNC1=O)=[CH2:30].[CH2:39]=CC1CC2OC2CC1.[CH3:48][CH2:49][C:50]([CH3:52])=[O:51]. (7) Given the product [Cl:15][C:12]1[CH:13]=[CH:14][C:9]([CH:2]([C:3]2[CH:8]=[CH:7][CH:6]=[CH:5][CH:4]=2)[N:16]2[CH2:21][CH2:20][NH:19][CH2:18][CH2:17]2)=[CH:10][CH:11]=1, predict the reactants needed to synthesize it. The reactants are: Cl[CH:2]([C:9]1[CH:14]=[CH:13][C:12]([Cl:15])=[CH:11][CH:10]=1)[C:3]1[CH:8]=[CH:7][CH:6]=[CH:5][CH:4]=1.[NH:16]1[CH2:21][CH2:20][NH:19][CH2:18][CH2:17]1.